This data is from NCI-60 drug combinations with 297,098 pairs across 59 cell lines. The task is: Regression. Given two drug SMILES strings and cell line genomic features, predict the synergy score measuring deviation from expected non-interaction effect. (1) Drug 1: CC1C(C(=O)NC(C(=O)N2CCCC2C(=O)N(CC(=O)N(C(C(=O)O1)C(C)C)C)C)C(C)C)NC(=O)C3=C4C(=C(C=C3)C)OC5=C(C(=O)C(=C(C5=N4)C(=O)NC6C(OC(=O)C(N(C(=O)CN(C(=O)C7CCCN7C(=O)C(NC6=O)C(C)C)C)C)C(C)C)C)N)C. Drug 2: CCCCC(=O)OCC(=O)C1(CC(C2=C(C1)C(=C3C(=C2O)C(=O)C4=C(C3=O)C=CC=C4OC)O)OC5CC(C(C(O5)C)O)NC(=O)C(F)(F)F)O. Cell line: UO-31. Synergy scores: CSS=62.2, Synergy_ZIP=11.0, Synergy_Bliss=10.5, Synergy_Loewe=7.03, Synergy_HSA=7.10. (2) Drug 1: CC1=C(C(CCC1)(C)C)C=CC(=CC=CC(=CC(=O)O)C)C. Drug 2: CCN(CC)CCCC(C)NC1=C2C=C(C=CC2=NC3=C1C=CC(=C3)Cl)OC. Cell line: HOP-92. Synergy scores: CSS=19.5, Synergy_ZIP=-5.50, Synergy_Bliss=-3.71, Synergy_Loewe=-13.9, Synergy_HSA=-2.25. (3) Drug 1: CC1=CC2C(CCC3(C2CCC3(C(=O)C)OC(=O)C)C)C4(C1=CC(=O)CC4)C. Drug 2: CC1=C(C=C(C=C1)NC(=O)C2=CC=C(C=C2)CN3CCN(CC3)C)NC4=NC=CC(=N4)C5=CN=CC=C5. Cell line: HCT116. Synergy scores: CSS=9.41, Synergy_ZIP=4.27, Synergy_Bliss=10.7, Synergy_Loewe=8.63, Synergy_HSA=8.88. (4) Drug 1: CCC1(CC2CC(C3=C(CCN(C2)C1)C4=CC=CC=C4N3)(C5=C(C=C6C(=C5)C78CCN9C7C(C=CC9)(C(C(C8N6C)(C(=O)OC)O)OC(=O)C)CC)OC)C(=O)OC)O.OS(=O)(=O)O. Drug 2: COCCOC1=C(C=C2C(=C1)C(=NC=N2)NC3=CC=CC(=C3)C#C)OCCOC.Cl. Cell line: U251. Synergy scores: CSS=-3.52, Synergy_ZIP=-1.37, Synergy_Bliss=-6.50, Synergy_Loewe=-6.86, Synergy_HSA=-7.46.